From a dataset of Forward reaction prediction with 1.9M reactions from USPTO patents (1976-2016). Predict the product of the given reaction. (1) Given the reactants [C:1]([O:5][C:6]([NH:8][C:9]1([C:14]([OH:16])=O)[CH2:13][CH2:12][CH2:11][CH2:10]1)=[O:7])([CH3:4])([CH3:3])[CH3:2].Cl.[CH3:18][N:19](C)[OH:20].[CH3:22]N1CCOCC1.C1CCC(N=C=NC2CCCCC2)CC1, predict the reaction product. The product is: [CH3:22][O:20][N:19]([CH3:18])[C:14]([C:9]1([NH:8][C:6](=[O:7])[O:5][C:1]([CH3:2])([CH3:3])[CH3:4])[CH2:10][CH2:11][CH2:12][CH2:13]1)=[O:16]. (2) Given the reactants [C:1]([NH:4][C:5]1(N)[CH:14]=[CH:13][C:8]([S:9](Cl)(=[O:11])=[O:10])=[CH:7][CH2:6]1)(=[O:3])[CH3:2].C(=O)([O-])O.[Na+].[NH:21]([CH2:25][CH2:26][OH:27])[CH2:22][CH2:23][OH:24], predict the reaction product. The product is: [OH:24][CH2:23][CH2:22][N:21]([CH2:25][CH2:26][OH:27])[S:9]([C:8]1[CH:13]=[CH:14][C:5]([NH:4][C:1](=[O:3])[CH3:2])=[CH:6][CH:7]=1)(=[O:11])=[O:10]. (3) Given the reactants [Li].[Li+].C[Si]([N-][Si](C)(C)C)(C)C.[C:12]([O:15][CH2:16][CH3:17])(=[O:14])[CH3:13].[Br:18][C:19]1[C:28]([CH2:29]Br)=[C:27]([O:31][CH3:32])[C:26]2[C:21](=[CH:22][CH:23]=[CH:24][CH:25]=2)[C:20]=1[O:33][CH3:34], predict the reaction product. The product is: [Br:18][C:19]1[C:28]([CH2:29][CH2:13][C:12]([O:15][CH2:16][CH3:17])=[O:14])=[C:27]([O:31][CH3:32])[C:26]2[C:21]([C:20]=1[O:33][CH3:34])=[CH:22][CH:23]=[CH:24][CH:25]=2. (4) Given the reactants [CH3:1][CH:2]([CH3:22])[CH2:3][C@@H:4]([C:6]1[CH:11]=[CH:10][C:9]([C:12]2[CH:17]=[CH:16][C:15]([C:18]([F:21])([F:20])[F:19])=[CH:14][N:13]=2)=[CH:8][CH:7]=1)[NH2:5].F[C:24]1[CH:33]=[CH:32][C:27]([C:28]([O:30][CH3:31])=[O:29])=[CH:26][N:25]=1.P([O-])([O-])([O-])=O.[K+].[K+].[K+], predict the reaction product. The product is: [CH3:1][CH:2]([CH3:22])[CH2:3][C@H:4]([NH:5][C:24]1[CH:33]=[CH:32][C:27]([C:28]([O:30][CH3:31])=[O:29])=[CH:26][N:25]=1)[C:6]1[CH:7]=[CH:8][C:9]([C:12]2[CH:17]=[CH:16][C:15]([C:18]([F:21])([F:19])[F:20])=[CH:14][N:13]=2)=[CH:10][CH:11]=1. (5) Given the reactants [C:1]([O:5][C:6](=[O:40])[NH:7][C@H:8]([C:34]1[CH:39]=[CH:38][CH:37]=[CH:36][CH:35]=1)[CH2:9][N:10]1[C:15](=[O:16])[C:14]([NH:17][C:18](=[O:23])[CH2:19][CH2:20][CH2:21]Cl)=[CH:13][N:12]([CH2:24][C:25]2[C:30]([F:31])=[CH:29][CH:28]=[CH:27][C:26]=2[F:32])[C:11]1=[O:33])([CH3:4])([CH3:3])[CH3:2].C(=O)([O-])[O-].[K+].[K+], predict the reaction product. The product is: [C:1]([O:5][C:6](=[O:40])[NH:7][C@H:8]([C:34]1[CH:39]=[CH:38][CH:37]=[CH:36][CH:35]=1)[CH2:9][N:10]1[C:15](=[O:16])[C:14]([N:17]2[CH2:21][CH2:20][CH2:19][C:18]2=[O:23])=[CH:13][N:12]([CH2:24][C:25]2[C:30]([F:31])=[CH:29][CH:28]=[CH:27][C:26]=2[F:32])[C:11]1=[O:33])([CH3:4])([CH3:3])[CH3:2].